Dataset: Full USPTO retrosynthesis dataset with 1.9M reactions from patents (1976-2016). Task: Predict the reactants needed to synthesize the given product. (1) Given the product [CH2:23]([O:27][C:2]1[CH:3]=[C:4]([CH:7]=[CH:8][C:9]=1[N:10]1[C:18]2[CH2:17][C:16]([CH3:20])([CH3:19])[CH2:15][C:14](=[O:21])[C:13]=2[CH:12]=[C:11]1[CH3:22])[C:5]([NH2:6])=[O:34])[CH2:24][CH2:25][CH3:26], predict the reactants needed to synthesize it. The reactants are: F[C:2]1[CH:3]=[C:4]([CH:7]=[CH:8][C:9]=1[N:10]1[C:18]2[CH2:17][C:16]([CH3:20])([CH3:19])[CH2:15][C:14](=[O:21])[C:13]=2[CH:12]=[C:11]1[CH3:22])[C:5]#[N:6].[CH2:23]([OH:27])[CH2:24][CH2:25][CH3:26].[H-].[Na+].CN(C=[O:34])C. (2) The reactants are: [Cl:1][C:2]1[CH:7]=[CH:6][C:5]([NH:8][S:9]([C:12]([F:15])([F:14])[F:13])(=[O:11])=[O:10])=[C:4]([C:16](=O)[CH:17]([CH3:19])[CH3:18])[CH:3]=1.Cl.[Cl:22][C:23]1[CH:28]=[CH:27][C:26]([O:29][NH2:30])=[CH:25][CH:24]=1.CC([O-])=O.[Na+]. Given the product [Cl:1][C:2]1[CH:7]=[CH:6][C:5]([NH:8][S:9]([C:12]([F:15])([F:14])[F:13])(=[O:11])=[O:10])=[C:4]([C:16](=[N:30][O:29][C:26]2[CH:27]=[CH:28][C:23]([Cl:22])=[CH:24][CH:25]=2)[CH:17]([CH3:19])[CH3:18])[CH:3]=1, predict the reactants needed to synthesize it. (3) The reactants are: [CH3:1][N:2]([CH3:18])[CH2:3][C@H:4]([CH3:17])[C@:5]([C:9]1[CH:14]=[CH:13][CH:12]=[C:11]([O:15][CH3:16])[CH:10]=1)(O)[CH2:6][CH3:7].S(=O)(=O)(O)O.CS(O)(=O)=O.C1(C)C=CC(S(O)(=O)=O)=CC=1. Given the product [CH3:16][O:15][C:11]1[CH:10]=[C:9]([C@H:5]([CH2:6][CH3:7])[C@@H:4]([CH3:17])[CH2:3][N:2]([CH3:18])[CH3:1])[CH:14]=[CH:13][CH:12]=1, predict the reactants needed to synthesize it. (4) Given the product [CH2:35]([N:23]([CH2:22][CH2:21][O:20][C:19]1[CH:29]=[CH:30][C:16]([C:15]#[C:14][C:11]2[CH:10]=[CH:9][C:8]([C:5]3[CH:4]=[CH:3][C:2]([Cl:1])=[CH:7][CH:6]=3)=[CH:13][N:12]=2)=[CH:17][C:18]=1[CH3:31])[CH:24]1[CH2:28][CH2:27][CH2:26][CH2:25]1)[CH:34]=[CH2:33], predict the reactants needed to synthesize it. The reactants are: [Cl:1][C:2]1[CH:7]=[CH:6][C:5]([C:8]2[CH:9]=[CH:10][C:11]([C:14]#[C:15][C:16]3[CH:30]=[CH:29][C:19]([O:20][CH2:21][CH2:22][NH:23][CH:24]4[CH2:28][CH2:27][CH2:26][CH2:25]4)=[C:18]([CH3:31])[CH:17]=3)=[N:12][CH:13]=2)=[CH:4][CH:3]=1.Br[CH2:33][CH:34]=[CH2:35].